From a dataset of Full USPTO retrosynthesis dataset with 1.9M reactions from patents (1976-2016). Predict the reactants needed to synthesize the given product. (1) Given the product [CH3:2][O:3][C:4]1[CH:9]=[CH:8][C:7]([C:10]#[C:11][C:12]2[CH:17]=[CH:16][C:15]([CH:23]=[O:24])=[CH:14][CH:13]=2)=[CH:6][CH:5]=1, predict the reactants needed to synthesize it. The reactants are: [Mg].[CH3:2][O:3][C:4]1[CH:9]=[CH:8][C:7]([C:10]#[C:11][C:12]2[CH:17]=[CH:16][C:15](Br)=[CH:14][CH:13]=2)=[CH:6][CH:5]=1.N#N.II.[CH:23](N1CCCCC1)=[O:24].Cl. (2) Given the product [CH3:21][O:20][C:15]1[CH:16]=[CH:17][CH:18]=[CH:19][C:14]=1[N:9]1[CH:10]=[CH:11][C:12](=[O:13])[C:7]([C:5]2[N:29]([C:23]3[CH:28]=[CH:27][CH:26]=[CH:25][CH:24]=3)[N:2]=[CH:3][CH:4]=2)=[N:8]1, predict the reactants needed to synthesize it. The reactants are: C[N:2](C)[CH:3]=[CH:4][C:5]([C:7]1[C:12](=[O:13])[CH:11]=[CH:10][N:9]([C:14]2[CH:19]=[CH:18][CH:17]=[CH:16][C:15]=2[O:20][CH3:21])[N:8]=1)=O.[C:23]1([NH:29]N)[CH:28]=[CH:27][CH:26]=[CH:25][CH:24]=1. (3) Given the product [Br:19][CH2:15][CH2:14][CH2:13][S:10]([CH2:9][CH2:8][CH2:7][O:6][Si:5]([C:1]([CH3:4])([CH3:3])[CH3:2])([CH3:18])[CH3:17])(=[O:12])=[O:11], predict the reactants needed to synthesize it. The reactants are: [C:1]([Si:5]([CH3:18])([CH3:17])[O:6][CH2:7][CH2:8][CH2:9][S:10]([CH2:13][CH2:14][CH2:15]O)(=[O:12])=[O:11])([CH3:4])([CH3:3])[CH3:2].[Br:19]CCCS(C)(=O)=O.